From a dataset of Catalyst prediction with 721,799 reactions and 888 catalyst types from USPTO. Predict which catalyst facilitates the given reaction. (1) Reactant: [CH:1]([N:14]1[CH2:18][CH2:17][CH:16]([CH2:19][N:20]([CH2:37][C:38](=O)[N:39]([C:46]2[CH:51]=[CH:50][CH:49]=[CH:48][CH:47]=2)[C:40]2[CH:45]=[CH:44][CH:43]=[CH:42][CH:41]=2)[CH2:21][C:22]([N:24]([C:31]2[CH:36]=[CH:35][CH:34]=[CH:33][CH:32]=2)[C:25]2[CH:30]=[CH:29][CH:28]=[CH:27][CH:26]=2)=O)[CH2:15]1)([C:8]1[CH:13]=[CH:12][CH:11]=[CH:10][CH:9]=1)[C:2]1[CH:7]=[CH:6][CH:5]=[CH:4][CH:3]=1.B.C1COCC1.CO. Product: [CH:1]([N:14]1[CH2:18][CH2:17][CH:16]([CH2:19][N:20]([CH2:37][CH2:38][N:39]([C:40]2[CH:41]=[CH:42][CH:43]=[CH:44][CH:45]=2)[C:46]2[CH:47]=[CH:48][CH:49]=[CH:50][CH:51]=2)[CH2:21][CH2:22][N:24]([C:25]2[CH:26]=[CH:27][CH:28]=[CH:29][CH:30]=2)[C:31]2[CH:32]=[CH:33][CH:34]=[CH:35][CH:36]=2)[CH2:15]1)([C:8]1[CH:9]=[CH:10][CH:11]=[CH:12][CH:13]=1)[C:2]1[CH:7]=[CH:6][CH:5]=[CH:4][CH:3]=1. The catalyst class is: 1. (2) Reactant: [Na].[CH3:2][CH2:3][O:4][C:5]([CH2:7][NH2:8])=[O:6].CN(C)[CH:11]=[C:12]([C:17]1[CH:22]=[CH:21][CH:20]=[CH:19][CH:18]=1)[CH:13]=[N+](C)C.Cl([O-])(=O)(=O)=O. Product: [CH2:3]([O:4][C:5]([C:7]1[NH:8][CH:11]=[C:12]([C:17]2[CH:22]=[CH:21][CH:20]=[CH:19][CH:18]=2)[CH:13]=1)=[O:6])[CH3:2]. The catalyst class is: 315. (3) Reactant: [OH:1][C:2]1[CH:7]=[C:6]([CH3:8])[CH:5]=[CH:4][N:3]=1.Br[CH2:10][C:11]([O:13][CH2:14][CH3:15])=[O:12].C(=O)([O-])[O-].[K+].[K+].CCCCCCC. Product: [CH2:14]([O:13][C:11](=[O:12])[CH2:10][N:3]1[CH:4]=[CH:5][C:6]([CH3:8])=[CH:7][C:2]1=[O:1])[CH3:15]. The catalyst class is: 13. (4) Reactant: Cl[C:2]1[C:11]2[C:6](=[CH:7][C:8]([O:14][CH2:15][CH:16]3[CH2:21][CH2:20][N:19]([CH3:22])[CH2:18][CH2:17]3)=[C:9]([O:12][CH3:13])[CH:10]=2)[N:5]=[CH:4][N:3]=1.[F:23][C:24]1[C:32]([OH:33])=[CH:31][CH:30]=[C:29]2[C:25]=1[CH:26]=[C:27]([CH3:34])[NH:28]2.C(=O)([O-])[O-].[K+].[K+]. Product: [F:23][C:24]1[C:32]([O:33][C:2]2[C:11]3[C:6](=[CH:7][C:8]([O:14][CH2:15][CH:16]4[CH2:21][CH2:20][N:19]([CH3:22])[CH2:18][CH2:17]4)=[C:9]([O:12][CH3:13])[CH:10]=3)[N:5]=[CH:4][N:3]=2)=[CH:31][CH:30]=[C:29]2[C:25]=1[CH:26]=[C:27]([CH3:34])[NH:28]2. The catalyst class is: 3.